Dataset: Forward reaction prediction with 1.9M reactions from USPTO patents (1976-2016). Task: Predict the product of the given reaction. Given the reactants [Cl:1][C:2]1[CH:7]=[CH:6][C:5]([NH:8][C:9]([CH:11]2[CH2:15][CH2:14][N:13](C(OC(C)(C)C)=O)[CH2:12]2)=[O:10])=[CH:4][CH:3]=1.FC(F)(F)C(O)=O, predict the reaction product. The product is: [Cl:1][C:2]1[CH:3]=[CH:4][C:5]([NH:8][C:9]([CH:11]2[CH2:15][CH2:14][NH:13][CH2:12]2)=[O:10])=[CH:6][CH:7]=1.